This data is from Retrosynthesis with 50K atom-mapped reactions and 10 reaction types from USPTO. The task is: Predict the reactants needed to synthesize the given product. (1) Given the product COc1cncc(-c2ncc(N3CCOCC3)cc2Nc2c(C)c(-c3cc(C)ccn3)nc3c(Cl)cccc23)c1, predict the reactants needed to synthesize it. The reactants are: COc1cncc(-c2ncc(N3CCOCC3)cc2N)c1.Cc1ccnc(-c2nc3c(Cl)cccc3c(Cl)c2C)c1. (2) Given the product Cc1ncn(CCS(=O)(=O)c2ccc(C#N)cc2)n1, predict the reactants needed to synthesize it. The reactants are: Cc1nc[nH]n1.N#Cc1ccc(S(=O)(=O)CCBr)cc1. (3) Given the product NS(=O)(=O)c1c(Cl)ccc(NC(=O)NC23CC4CC(CC(C4)C2)C3)c1O, predict the reactants needed to synthesize it. The reactants are: Nc1ccc(Cl)c(S(N)(=O)=O)c1O.O=C=NC12CC3CC(CC(C3)C1)C2. (4) Given the product O=C(Nc1ccc(C(=O)O)cc1)Nc1cccc(-c2c(C(=O)c3ccccc3)cnc3c(C(F)(F)F)cccc23)c1, predict the reactants needed to synthesize it. The reactants are: CCOC(=O)c1ccc(NC(=O)Nc2cccc(-c3c(C(=O)c4ccccc4)cnc4c(C(F)(F)F)cccc34)c2)cc1. (5) Given the product CCOC(Cc1ccc(OCc2ccccc2)cc1)C(=O)OC(C)C, predict the reactants needed to synthesize it. The reactants are: CC(C)O.CCOC(Cc1ccc(OCc2ccccc2)cc1)C(=O)O. (6) The reactants are: Oc1ccc2c(C(O)c3ccc(OCCN4CCCCC4)cc3)c(-c3c(F)cc(F)cc3F)ccc2c1. Given the product Oc1ccc2c3c(ccc2c1)-c1c(F)cc(F)cc1OC3c1ccc(OCCN2CCCCC2)cc1, predict the reactants needed to synthesize it. (7) Given the product O=C(NCCCCO)c1ccc2c(c1)OCO2, predict the reactants needed to synthesize it. The reactants are: NCCCCO.O=C(O)c1ccc2c(c1)OCO2.